Dataset: Full USPTO retrosynthesis dataset with 1.9M reactions from patents (1976-2016). Task: Predict the reactants needed to synthesize the given product. (1) Given the product [CH2:21]([O:28][C:29]1[C:34]([CH:35]([C:2]2[CH:7]=[CH:6][C:5]([O:8][CH3:9])=[CH:4][CH:3]=2)[OH:36])=[CH:33][CH:32]=[CH:31][N:30]=1)[C:22]1[CH:23]=[CH:24][CH:25]=[CH:26][CH:27]=1, predict the reactants needed to synthesize it. The reactants are: Br[C:2]1[CH:7]=[CH:6][C:5]([O:8][CH3:9])=[CH:4][CH:3]=1.C([Li])CCC.CCCCCC.[CH2:21]([O:28][C:29]1[C:34]([CH:35]=[O:36])=[CH:33][CH:32]=[CH:31][N:30]=1)[C:22]1[CH:27]=[CH:26][CH:25]=[CH:24][CH:23]=1.C(OC1C(C(C2C=CC(CC)=CC=2)O)=CC=C(C)N=1)C1C=CC=CC=1. (2) Given the product [Cl:17][C:18]1[C:19]([O:31][CH2:32][O:33][CH3:34])=[CH:20][C:21]([O:27][CH2:28][O:29][CH3:30])=[C:22]([CH:26]=1)[C:23]([N:9]1[CH2:10][C:11]2[C:16](=[CH:15][CH:14]=[CH:13][CH:12]=2)[CH:8]1[C:6]([NH:5][CH:1]1[CH2:4][CH2:3][CH2:2]1)=[O:7])=[O:24], predict the reactants needed to synthesize it. The reactants are: [CH:1]1([NH:5][C:6]([CH:8]2[C:16]3[C:11](=[CH:12][CH:13]=[CH:14][CH:15]=3)[CH2:10][NH:9]2)=[O:7])[CH2:4][CH2:3][CH2:2]1.[Cl:17][C:18]1[C:19]([O:31][CH2:32][O:33][CH3:34])=[CH:20][C:21]([O:27][CH2:28][O:29][CH3:30])=[C:22]([CH:26]=1)[C:23](O)=[O:24].CN1CCOCC1.Cl.CN(C)CCCN=C=NCC.ON1C2C=CC=CC=2N=N1. (3) Given the product [CH2:7]([C:9]1[CH:14]=[CH:13][C:12]([C:15]2[C:19]([CH2:20][O:21][C:22]3[C:27]([F:28])=[CH:26][C:25]([CH2:29][CH:30]([CH3:36])[CH2:31][OH:32])=[CH:24][C:23]=3[F:37])=[C:18]([C:38]([F:39])([F:40])[F:41])[S:17][N:16]=2)=[CH:11][CH:10]=1)[CH3:8], predict the reactants needed to synthesize it. The reactants are: [H-].[H-].[H-].[H-].[Li+].[Al+3].[CH2:7]([C:9]1[CH:14]=[CH:13][C:12]([C:15]2[C:19]([CH2:20][O:21][C:22]3[C:27]([F:28])=[CH:26][C:25]([CH2:29][CH:30]([CH3:36])[C:31](OCC)=[O:32])=[CH:24][C:23]=3[F:37])=[C:18]([C:38]([F:41])([F:40])[F:39])[S:17][N:16]=2)=[CH:11][CH:10]=1)[CH3:8]. (4) The reactants are: Cl[C:2]1[CH:7]=[C:6]([C:8]#[N:9])[CH:5]=[C:4]([C:10]2[CH:11]=[N:12][C:13]([C:16]([F:19])([F:18])[F:17])=[CH:14][CH:15]=2)[N:3]=1.[F-:20].[K+]. Given the product [F:20][C:2]1[CH:7]=[C:6]([C:8]#[N:9])[CH:5]=[C:4]([C:10]2[CH:11]=[N:12][C:13]([C:16]([F:19])([F:18])[F:17])=[CH:14][CH:15]=2)[N:3]=1, predict the reactants needed to synthesize it. (5) Given the product [Cl:23][C:20]1[CH:19]=[C:18]([C:24]#[N:25])[N:17]([CH2:16][CH2:15][CH:14]([NH:13][C:4](=[O:6])[CH:3]([C:1]#[N:2])[CH:7]([CH3:12])[C:8]([CH3:11])([CH3:10])[CH3:9])[CH3:26])[C:21]=1[CH3:22], predict the reactants needed to synthesize it. The reactants are: [C:1]([CH:3]([CH:7]([CH3:12])[C:8]([CH3:11])([CH3:10])[CH3:9])[C:4]([OH:6])=O)#[N:2].[NH2:13][CH:14]([CH3:26])[CH2:15][CH2:16][N:17]1[C:21]([CH3:22])=[C:20]([Cl:23])[CH:19]=[C:18]1[C:24]#[N:25].C(N(CC)CC)C. (6) Given the product [NH:46]1[C:47]2[C:43](=[CH:42][CH:41]=[C:40]([NH:39][C:37](=[O:38])[C@@H:19]([NH:18][C:16]([C@H:13]3[CH2:14][CH2:15][C@H:10]([CH2:9][NH:8][C:6](=[O:7])[O:5][C:1]([CH3:4])([CH3:3])[CH3:2])[CH2:11][CH2:12]3)=[O:17])[CH2:20][C:21]3[CH:22]=[CH:23][C:24]([C:27]4[CH:32]=[CH:31][C:30]([C:33]([N:49]5[CH2:53][CH2:52][CH:51]6[CH2:54][NH:55][C:56](=[O:57])[CH:50]56)=[O:35])=[CH:29][C:28]=4[CH3:36])=[CH:25][CH:26]=3)[CH:48]=2)[CH:44]=[N:45]1, predict the reactants needed to synthesize it. The reactants are: [C:1]([O:5][C:6]([NH:8][CH2:9][C@H:10]1[CH2:15][CH2:14][C@H:13]([C:16]([NH:18][C@H:19]([C:37]([NH:39][C:40]2[CH:48]=[C:47]3[C:43]([CH:44]=[N:45][NH:46]3)=[CH:42][CH:41]=2)=[O:38])[CH2:20][C:21]2[CH:26]=[CH:25][C:24]([C:27]3[CH:32]=[CH:31][C:30]([C:33]([OH:35])=O)=[CH:29][C:28]=3[CH3:36])=[CH:23][CH:22]=2)=[O:17])[CH2:12][CH2:11]1)=[O:7])([CH3:4])([CH3:3])[CH3:2].[NH:49]1[CH2:53][CH2:52][CH:51]2[CH2:54][NH:55][C:56](=[O:57])[CH:50]12.C(N(CC)C(C)C)(C)C.CN(C(ON1N=NC2C=CC=NC1=2)=[N+](C)C)C.F[P-](F)(F)(F)(F)F. (7) Given the product [CH2:7]([NH:9][C:10]([CH:12]1[CH2:15][C:14]([C:16]2[CH:21]=[CH:20][C:19]([CH2:22][Cl:6])=[C:18]([F:28])[CH:17]=2)([F:29])[CH2:13]1)=[O:11])[CH3:8], predict the reactants needed to synthesize it. The reactants are: C(OC([Cl:6])=O)C.[CH2:7]([NH:9][C:10]([CH:12]1[CH2:15][C:14]([F:29])([C:16]2[CH:21]=[CH:20][C:19]([CH2:22]N3CCCC3)=[C:18]([F:28])[CH:17]=2)[CH2:13]1)=[O:11])[CH3:8]. (8) Given the product [C:1]([S:5][C:6]1[CH:7]=[CH:8][C:9]([C:33]2[C:34]([O:36][CH3:37])=[CH:35][C:30]([C:25]3[CH:26]=[C:27]([O:28][CH3:29])[C:22]([Br:21])=[CH:23][C:24]=3[O:41][CH3:42])=[C:31]([O:39][CH3:40])[CH:32]=2)=[CH:10][CH:11]=1)([CH3:2])([CH3:3])[CH3:4], predict the reactants needed to synthesize it. The reactants are: [C:1]([S:5][C:6]1[CH:11]=[CH:10][C:9](B2OC(C)(C)C(C)(C)O2)=[CH:8][CH:7]=1)([CH3:4])([CH3:3])[CH3:2].[Br:21][C:22]1[C:27]([O:28][CH3:29])=[CH:26][C:25]([C:30]2[CH:35]=[C:34]([O:36][CH3:37])[C:33](Br)=[CH:32][C:31]=2[O:39][CH3:40])=[C:24]([O:41][CH3:42])[CH:23]=1.C(=O)([O-])[O-].[Na+].[Na+]. (9) Given the product [F:15][C:16]1[C:21]([C:22]2[CH:23]=[CH:24][N:25]=[CH:26][CH:27]=2)=[CH:20][CH:19]=[CH:18][C:17]=1[C:2]1[N:6]2[CH:7]=[CH:8][C:9]([C:11]([F:14])([F:13])[F:12])=[N:10][C:5]2=[N:4][CH:3]=1, predict the reactants needed to synthesize it. The reactants are: Br[C:2]1[N:6]2[CH:7]=[CH:8][C:9]([C:11]([F:14])([F:13])[F:12])=[N:10][C:5]2=[N:4][CH:3]=1.[F:15][C:16]1[C:21]([C:22]2[CH:27]=[CH:26][N:25]=[CH:24][CH:23]=2)=[CH:20][CH:19]=[CH:18][C:17]=1B(O)O. (10) Given the product [CH3:49][N:50]([CH3:54])[CH2:51][CH2:52][NH:53][C:22]([C:18]1[C:19]2[C:14](=[N:13][C:12]3[C:21]([N:20]=2)=[C:8]2[CH:7]=[CH:6][CH:5]=[C:4]([N+:1]([O-:3])=[O:2])[C:9]2=[CH:10][CH:11]=3)[CH:15]=[CH:16][CH:17]=1)=[O:24], predict the reactants needed to synthesize it. The reactants are: [N+:1]([C:4]1[C:9]2=[CH:10][CH:11]=[C:12]3[C:21]([N:20]=[C:19]4[C:14]([CH:15]=[CH:16][CH:17]=[C:18]4[C:22]([OH:24])=O)=[N:13]3)=[C:8]2[CH:7]=[CH:6][CH:5]=1)([O-:3])=[O:2].[N+](C1C=CC2=C3C(=CC=C2C=1)N=C1C(C(C(O)=O)=CC=C1)=N3)([O-])=O.[CH3:49][N:50]([CH3:54])[CH2:51][CH2:52][NH2:53].